This data is from Experimentally validated miRNA-target interactions with 360,000+ pairs, plus equal number of negative samples. The task is: Binary Classification. Given a miRNA mature sequence and a target amino acid sequence, predict their likelihood of interaction. (1) The miRNA is ssc-miR-126-5p with sequence CAUUAUUACUUUUGGUACGCG. The protein sequence of the target gene is MVGKLKQNLLLACLVISSVTVFYLGQHAMECHHRIEERSQPVKLESTRTTVRTGLDLKANKTFAYHKDMPLIFIGGVPRSGTTLMRAMLDAHPDIRCGEETRVIPRILALKQMWSRSSKEKIRLDEAGVTDEVLDSAMQAFLLEIIVKHGEPAPYLCNKDPFALKSLTYLSRLFPNAKFLLMVRDGRASVHSMISRKVTIAGFDLNSYRDCLTKWNRAIETMYNQCMEVGYKKCMLVHYEQLVLHPERWMRTLLKFLQIPWNHSVLHHEEMIGKAGGVSLSKVERSTDQVIKPVNVGALS.... Result: 0 (no interaction). (2) The miRNA is mmu-miR-615-3p with sequence UCCGAGCCUGGGUCUCCCUCUU. The protein sequence of the target gene is MMEEIDRFQDPAAASISDRDCDAREEKQRELARKGSLKNGSMGSPVNQQPKKNNVMARTRLVVPNKGYSSLDQSPDEKPLVALDTDSDDDFDMSRYSSSGYSSAEQINQDLNIQLLKDGYRLDEIPDDEDLDLIPPKSVNPTCMCCQATSSTACHIQ. Result: 0 (no interaction). (3) The miRNA is rno-miR-7a-5p with sequence UGGAAGACUAGUGAUUUUGUUGU. The protein sequence of the target gene is MIPIPRMPLVLLLLLLILGSAKAQVNPAICRYPLGMSGGHIPDEDITASSQWSESTAAKYGRLDSEEGDGAWCPEIPVQPDDLKEFLQIDLRTLHFITLVGTQGRHAGGHGIEFAPMYKINYSRDGSRWISWRNRHGKQVLDGNSNPYDVFLKDLEPPIVARFVRLIPVTDHSMNVCMRVELYGCVWLDGLVSYNAPAGQQFVLPGGSIIYLNDSVYDGAVGYSMTEGLGQLTDGVSGLDDFTQTHEYHVWPGYDYVGWRNESATNGFIEIMFEFDRIRNFTTMKVHCNNMFAKGVKIFK.... Result: 0 (no interaction). (4) The miRNA is hsa-miR-519d-5p with sequence CCUCCAAAGGGAAGCGCUUUCUGUU. Result: 0 (no interaction). The protein sequence of the target gene is MDPEHAKPESSEAPSGNLKQPETAAALSLILGALACFIITQANESFITITSLEICIVVFFILIYVLTLHHLLTYLHWPLLDLTNSIITAVFLSVVAILAMQEKKRRHLLYVGGSLCLTAVIVCCIDAFVVTTKMRTNLKRFLGVEVERKLSPAKDAYPETGPDAPQRPA. (5) The miRNA is rno-miR-181d-3p with sequence CCACCGGGGGAUGAAUGUCA. The protein sequence of the target gene is MNSELDYYEKFEEVHGILMYKDFVKYWDNVEAFQARPDDLVIATYPKSGTTWVSEIVYMIYKEGDVEKCKEDVIFNRIPFLECRKENLMNGVKQLDEMNSPRIVKTHLPPELLPASFWEKDCKIIYLCRNAKDVAVSFYYFFLMVAGHPNPGSFPEFVEKFMQGQVPYGSWYKHVKSWWEKGKSPRVLFLFYEDLKEDIRKEVIKLIHFLERKPSEELVDRIIHHTSFQEMKNNPSTNYTTLPDEIMNQKLSPFMRKGITGDWKNHFTVALNEKFDKHYEQQMKESTLKFRTEI. Result: 0 (no interaction). (6) The miRNA is mmu-miR-1190 with sequence UCAGCUGAGGUUCCCCUCUGUC. The protein sequence of the target gene is MLPAVKTVEAEEEYAEDCPELVPIETKNQEEENLDFITKIPVTIVTGYLGAGKTTLLNYILTEQHNRKIAVILNEFGEGSAVEKSLAVSQGGELYEEWLELRNGCLCCSVKDSGLRAIENLMQKKGKFDYILLETTGLADPGAVASMFWVDAELGSDIYLDGIITVVDSKYGLKHLTEEKPDGLVNEATRQVALADMILINKTDLVSEEELNNLRTTIRSINGLGKVLETQRSRVHLSNILDLHAYDILSGISLQKKLQHVSTAPHLDQSIVTVTFEVPGSAKEECLNVFIQNLLWEKNV.... Result: 0 (no interaction). (7) The miRNA is hsa-miR-2052 with sequence UGUUUUGAUAACAGUAAUGU. The protein sequence of the target gene is MAAPDLAHGGHVSRDSVCLHEEQTQAAGMVAGWLINCYQDAVTFDDVAVDFTQEEWTLLDPSQRDLYRDVMLENYENLASVEWRLKTKGPALRQDRSWFRASNETQTARSHNGGQLCDRTQCGEAFSEHSGLSTHVRTQNTGDSCVSNHYERDFFIPCQKTLFKIGEQFSVLGQCGKAFSSTPNVVSQQACTRDRSLDYSSCGEVFLNQSYLQARAGSHNGEETWKWKPCGKALTHSMGCATPVEMHAVRNPHVCRECGKAFRYTAYLTGRVQVHPGEKPCELEECGKASPVSSSLTQHV.... Result: 0 (no interaction). (8) The miRNA is hsa-miR-943 with sequence CUGACUGUUGCCGUCCUCCAG. The protein sequence of the target gene is MIWKRSAVLRFYSVCGLLLQGSQGQFPLTQNVTVVEGGTAILTCRVDQNDNTSLQWSNPAQQTLYFDDKKALRDNRIELVRASWHELSISVSDVSLSDEGQYTCSLFTMPVKTSKAYLTVLGVPEKPQISGFSSPVMEGDLMQLTCKTSGSKPAADIRWFKNDKEIKDVKYLKEEDANRKTFTVSSTLDFRVDRSDDGVAVICRVDHESLNATPQVAMQVLEIHYTPSVKIIPSTPFPQEGQPLILTCESKGKPLPEPVLWTKDGGELPDPDRMVVSGRELNILFLNKTDNGTYRCEATN.... Result: 1 (interaction). (9) Result: 1 (interaction). The miRNA is hsa-miR-4487 with sequence AGAGCUGGCUGAAGGGCAG. The protein sequence of the target gene is MASNSWNASSSPGEAREDGPEGLDKGLDNDAEGVWSPDIEQSFQEALAIYPPCGRRKIILSDEGKMYGRNELIARYIKLRTGKTRTRKQVSSHIQVLARKKVREYQVGIKAMNLDQVSKDKALQSMASMSSAQIVSASVLQNKFSPPSPLPQAVFSTSSRFWSSPPLLGQQPGPSQDIKPFAQPAYPIQPPLPPTLSSYEPLAPLPSAAASVPVWQDRTIASSRLRLLEYSAFMEVQRDPDTYSKHLFVHIGQTNPAFSDPPLEAVDVRQIYDKFPEKKGGLKELYEKGPPNAFFLVKFW.... (10) The miRNA is hsa-miR-548ap-5p with sequence AAAAGUAAUUGCGGUCUUU. The protein sequence of the target gene is MALADKRLENLQIYKVLQCVRNKDKKQIEKLTKLGYPELINYTEPINGLSALHLASVSNDIDMVSFLLDLGAHPDVQDRMGCTPTMRAAELGHELSMEILAKAKADMTIVDNEGKGVLFYCILPTKRHYRCALIALEHGADVNNSTYEGKPIFLRACEDAHDVKDVCLTFLEKGANPNAINSSTGRTALMEASREGVVEIVRGILERGGEVNAFDNDRHHAAHFAAKGGFFDILKLLFAYNGDVGLISINGNTPLHYAAMGGFADCCKYIAQRGCDLKWKNLDHKTPRAVAKEGGFKAAS.... Result: 1 (interaction).